Task: Regression. Given two drug SMILES strings and cell line genomic features, predict the synergy score measuring deviation from expected non-interaction effect.. Dataset: NCI-60 drug combinations with 297,098 pairs across 59 cell lines (1) Drug 1: CN1CCC(CC1)COC2=C(C=C3C(=C2)N=CN=C3NC4=C(C=C(C=C4)Br)F)OC. Drug 2: C1=CC=C(C=C1)NC(=O)CCCCCCC(=O)NO. Cell line: U251. Synergy scores: CSS=4.15, Synergy_ZIP=-6.00, Synergy_Bliss=-9.98, Synergy_Loewe=-10.9, Synergy_HSA=-9.80. (2) Cell line: HT29. Drug 2: C1=NC2=C(N=C(N=C2N1C3C(C(C(O3)CO)O)F)Cl)N. Drug 1: CC(CN1CC(=O)NC(=O)C1)N2CC(=O)NC(=O)C2. Synergy scores: CSS=56.1, Synergy_ZIP=0.607, Synergy_Bliss=3.64, Synergy_Loewe=4.25, Synergy_HSA=5.17. (3) Drug 1: CN(CC1=CN=C2C(=N1)C(=NC(=N2)N)N)C3=CC=C(C=C3)C(=O)NC(CCC(=O)O)C(=O)O. Drug 2: C1=NC2=C(N1)C(=S)N=CN2. Cell line: SW-620. Synergy scores: CSS=59.7, Synergy_ZIP=-0.903, Synergy_Bliss=-0.0406, Synergy_Loewe=-7.75, Synergy_HSA=4.14. (4) Drug 1: CC1=CC=C(C=C1)C2=CC(=NN2C3=CC=C(C=C3)S(=O)(=O)N)C(F)(F)F. Drug 2: CC1=C(C(CCC1)(C)C)C=CC(=CC=CC(=CC(=O)O)C)C. Cell line: A498. Synergy scores: CSS=0.0800, Synergy_ZIP=-0.144, Synergy_Bliss=-0.279, Synergy_Loewe=-3.33, Synergy_HSA=-3.23. (5) Drug 2: CS(=O)(=O)CCNCC1=CC=C(O1)C2=CC3=C(C=C2)N=CN=C3NC4=CC(=C(C=C4)OCC5=CC(=CC=C5)F)Cl. Cell line: OVCAR-4. Drug 1: C1CCC(CC1)NC(=O)N(CCCl)N=O. Synergy scores: CSS=8.67, Synergy_ZIP=-1.65, Synergy_Bliss=0.809, Synergy_Loewe=1.04, Synergy_HSA=1.56.